This data is from Reaction yield outcomes from USPTO patents with 853,638 reactions. The task is: Predict the reaction yield, written as a fraction of the theoretical maximum amount of product (1.0 means a 100% yield; for example, 0.34 means a 34% yield). (1) The product is [OH:27][C@H:24]([CH2:25][OH:26])[CH2:23][O:22][C:17]1[CH:18]=[CH:19][CH:20]=[CH:21][C:16]=1[CH2:15][CH2:14][CH2:13][CH2:12][NH2:11]. The yield is 0.920. The reactants are C([NH:11][CH2:12][CH2:13][CH2:14][CH2:15][C:16]1[CH:21]=[CH:20][CH:19]=[CH:18][C:17]=1[O:22][CH2:23][C@H:24]([OH:27])[CH2:25][OH:26])(OCC1C=CC=CC=1)=O. The catalyst is CO.[Pd]. (2) The reactants are Br[C:2]1[C:11]2[C:6](=[CH:7][CH:8]=[CH:9][CH:10]=2)[CH:5]=[CH:4][CH:3]=1.[CH:12]1[C:24]2[NH:23][C:22]3[C:17](=[CH:18][CH:19]=[CH:20][CH:21]=3)[C:16]=2[CH:15]=[CH:14][CH:13]=1.C(=O)([O-])[O-].[K+].[K+].C1OCCOCCOCCOCCOCCOC1.Cl. The catalyst is [Cu](I)I.C1OCCOCCOCCOCCOCCOC1.C1(C)C=CC=CC=1.CN1CCCN(C)C1=O. The product is [C:2]1([N:23]2[C:24]3[CH:12]=[CH:13][CH:14]=[CH:15][C:16]=3[C:17]3[C:22]2=[CH:21][CH:20]=[CH:19][CH:18]=3)[C:11]2[C:6](=[CH:7][CH:8]=[CH:9][CH:10]=2)[CH:5]=[CH:4][CH:3]=1. The yield is 0.750. (3) The reactants are C[O:2][C:3]1[CH:8]=[CH:7][CH:6]=[C:5](OC2C=CC=CC=2)[C:4]=1[C:16]([C:18]1[C:23]([O:24]C2C=CC=CC=2)=[CH:22][CH:21]=[CH:20][C:19]=1[O:31]C)=O.[Al+3].[Cl-].[Cl-].[Cl-].Cl. The catalyst is C1(C)C=CC=CC=1. The product is [C:19]1([OH:31])[C:18]2[C:16]3([C:4]4[C:3]([OH:2])=[CH:8][CH:7]=[CH:6][C:5]=4[O:2][C:3]4[C:4]3=[CH:5][CH:6]=[CH:7][CH:8]=4)[C:19]3[C:20](=[CH:21][CH:22]=[CH:23][CH:18]=3)[O:24][C:23]=2[CH:22]=[CH:21][CH:20]=1. The yield is 0.720. (4) The reactants are [NH2:1][CH2:2][CH2:3][C@@:4]1([C:17]2[CH:22]=[CH:21][C:20]([F:23])=[CH:19][CH:18]=2)[O:9][C:8](=[O:10])[N:7]([C@H:11]([C:13]([CH3:16])([CH3:15])[CH3:14])[CH3:12])[CH2:6][CH2:5]1.C(N(CC)CC)C.[CH3:31][S:32](Cl)(=[O:34])=[O:33]. The product is [CH3:15][C:13]([CH3:16])([CH3:14])[C@@H:11]([N:7]1[CH2:6][CH2:5][C@:4]([CH2:3][CH2:2][NH:1][S:32]([CH3:31])(=[O:34])=[O:33])([C:17]2[CH:22]=[CH:21][C:20]([F:23])=[CH:19][CH:18]=2)[O:9][C:8]1=[O:10])[CH3:12]. The catalyst is C(Cl)Cl. The yield is 0.670. (5) The reactants are [C:1]([O:5][C:6]([N:8]1[CH2:23][C@@H:22]([CH3:24])[N:11]2[C:12]3[CH:13]=[C:14]([C:19]([OH:21])=O)[CH:15]=[CH:16][C:17]=3[CH2:18][C@@H:10]2[CH2:9]1)=[O:7])([CH3:4])([CH3:3])[CH3:2].[CH2:25]([NH2:29])[CH2:26][CH2:27][CH3:28].C(N1CCOCC1)C.F[P-](F)(F)(F)(F)F.N1(O[P+](N(C)C)(N(C)C)N(C)C)C2C=CC=CC=2N=N1.Cl. The catalyst is ClCCl. The product is [C:1]([O:5][C:6]([N:8]1[CH2:23][C@@H:22]([CH3:24])[N:11]2[C:12]3[CH:13]=[C:14]([C:19](=[O:21])[NH:29][CH2:25][CH2:26][CH2:27][CH3:28])[CH:15]=[CH:16][C:17]=3[CH2:18][C@@H:10]2[CH2:9]1)=[O:7])([CH3:2])([CH3:4])[CH3:3]. The yield is 0.980. (6) The reactants are [CH2:1]([OH:17])[CH2:2][CH2:3][CH2:4][CH2:5][CH2:6][CH2:7][CH2:8][CH2:9][CH2:10][CH2:11][CH2:12][CH2:13][CH2:14][CH2:15][CH3:16].[C:18]1([CH3:27])[CH:23]=[CH:22][C:21]([N:24]=[C:25]=[O:26])=[CH:20][CH:19]=1. The catalyst is C1(C)C=CC=CC=1. The product is [CH3:27][C:18]1[CH:23]=[CH:22][C:21]([NH:24][C:25](=[O:26])[O:17][CH2:1][CH2:2][CH2:3][CH2:4][CH2:5][CH2:6][CH2:7][CH2:8][CH2:9][CH2:10][CH2:11][CH2:12][CH2:13][CH2:14][CH2:15][CH3:16])=[CH:20][CH:19]=1. The yield is 0.570.